This data is from NCI-60 drug combinations with 297,098 pairs across 59 cell lines. The task is: Regression. Given two drug SMILES strings and cell line genomic features, predict the synergy score measuring deviation from expected non-interaction effect. (1) Drug 1: C1=CC(=CC=C1C#N)C(C2=CC=C(C=C2)C#N)N3C=NC=N3. Drug 2: CN1C(=O)N2C=NC(=C2N=N1)C(=O)N. Cell line: NCI/ADR-RES. Synergy scores: CSS=3.59, Synergy_ZIP=-1.58, Synergy_Bliss=-3.18, Synergy_Loewe=-0.0489, Synergy_HSA=-5.00. (2) Drug 1: CC(C1=C(C=CC(=C1Cl)F)Cl)OC2=C(N=CC(=C2)C3=CN(N=C3)C4CCNCC4)N. Drug 2: CN1CCC(CC1)COC2=C(C=C3C(=C2)N=CN=C3NC4=C(C=C(C=C4)Br)F)OC. Cell line: HCT116. Synergy scores: CSS=20.3, Synergy_ZIP=-2.25, Synergy_Bliss=3.31, Synergy_Loewe=-1.43, Synergy_HSA=1.77. (3) Drug 1: C1=CN(C(=O)N=C1N)C2C(C(C(O2)CO)O)O.Cl. Drug 2: CS(=O)(=O)OCCCCOS(=O)(=O)C. Cell line: OVCAR3. Synergy scores: CSS=15.2, Synergy_ZIP=-0.250, Synergy_Bliss=4.64, Synergy_Loewe=-11.6, Synergy_HSA=2.44. (4) Drug 1: C1CC(=O)NC(=O)C1N2CC3=C(C2=O)C=CC=C3N. Drug 2: C1=C(C(=O)NC(=O)N1)F. Cell line: SF-295. Synergy scores: CSS=37.7, Synergy_ZIP=-4.03, Synergy_Bliss=-5.26, Synergy_Loewe=-4.89, Synergy_HSA=-1.65.